This data is from Reaction yield outcomes from USPTO patents with 853,638 reactions. The task is: Predict the reaction yield, written as a fraction of the theoretical maximum amount of product (1.0 means a 100% yield; for example, 0.34 means a 34% yield). (1) The reactants are ClC1C=C(N[N:10]=[C:11]([C:14]#[N:15])[C:12]#[N:13])C=CC=1Cl.[Cl:16][C:17]1[CH:18]=[C:19]([CH:21]=[CH:22][C:23]=1[Cl:24])[NH2:20].C(#N)CC#N.O.[NH2:31][NH2:32]. No catalyst specified. The product is [Cl:16][C:17]1[CH:18]=[C:19]([NH:20][N:10]=[C:11]2[C:12]([NH2:13])=[N:32][N:31]=[C:14]2[NH2:15])[CH:21]=[CH:22][C:23]=1[Cl:24]. The yield is 0.390. (2) The product is [F:7][C:8]([F:12])([F:11])[CH2:9][CH2:10][S:1][CH2:2][CH2:3][C:4]([OH:6])=[O:5]. The reactants are [SH:1][CH2:2][CH2:3][C:4]([OH:6])=[O:5].[F:7][C:8]([F:12])([F:11])[CH:9]=[CH2:10]. The yield is 0.760. The catalyst is C1(C)C=CC=CC=1. (3) The reactants are C[O:2][C:3](=[O:42])[C@@H:4]1[CH2:8][CH:7]([O:9][C:10]2[CH:15]=[CH:14][C:13]([C:16]3[CH:21]=[CH:20][C:19]([C:22]4[C:27]5[O:28][C:29]6[CH:34]=[CH:33][CH:32]=[CH:31][C:30]=6[C:26]=5[CH:25]=[CH:24][CH:23]=4)=[CH:18][CH:17]=3)=[CH:12][CH:11]=2)[CH2:6][N:5]1[C:35]([O:37]C(C)(C)C)=[O:36].[OH-].[K+].Cl.[CH2:46]1[CH2:50]O[CH2:48][CH2:47]1. The catalyst is CO.C(OCC)(=O)C. The product is [CH:25]1[C:26]2[C:30]3[CH:31]=[CH:32][CH:33]=[CH:34][C:29]=3[O:28][C:27]=2[C:22]([C:19]2[CH:20]=[CH:21][C:16]([C:13]3[CH:12]=[CH:11][C:10]([O:9][CH:7]4[CH2:6][N:5]([C:35]([O:37][CH2:50][CH2:46][CH2:47][CH3:48])=[O:36])[C@H:4]([C:3]([OH:2])=[O:42])[CH2:8]4)=[CH:15][CH:14]=3)=[CH:17][CH:18]=2)=[CH:23][CH:24]=1. The yield is 0.820. (4) The reactants are [NH2:1][C:2]1[C:11]2[C:6](=[C:7](Br)[CH:8]=[CH:9][CH:10]=2)[N:5]=[N:4][C:3]=1[C:13]([NH:15][CH2:16][CH2:17][CH3:18])=[O:14].[CH3:19][O:20][C:21]1[C:26]([CH3:27])=[CH:25][C:24](B(O)O)=[CH:23][C:22]=1[CH3:31]. No catalyst specified. The product is [NH2:1][C:2]1[C:11]2[C:6](=[C:7]([C:24]3[CH:25]=[C:26]([CH3:27])[C:21]([O:20][CH3:19])=[C:22]([CH3:31])[CH:23]=3)[CH:8]=[CH:9][CH:10]=2)[N:5]=[N:4][C:3]=1[C:13]([NH:15][CH2:16][CH2:17][CH3:18])=[O:14]. The yield is 0.820. (5) The reactants are Br[C:2]1[C:8]([Cl:9])=[CH:7][C:5]([NH2:6])=[CH:4][C:3]=1[Cl:10].C(=O)([O-])[O-].[Na+].[Na+].CC1(C)C(C)(C)OB([C:25]2[CH:43]=[CH:42][C:28]([O:29][CH2:30][CH:31]3[CH2:34][N:33]([C:35]([O:37][C:38]([CH3:41])([CH3:40])[CH3:39])=[O:36])[CH2:32]3)=[CH:27][CH:26]=2)O1. The catalyst is C1C=CC([P]([Pd]([P](C2C=CC=CC=2)(C2C=CC=CC=2)C2C=CC=CC=2)([P](C2C=CC=CC=2)(C2C=CC=CC=2)C2C=CC=CC=2)[P](C2C=CC=CC=2)(C2C=CC=CC=2)C2C=CC=CC=2)(C2C=CC=CC=2)C2C=CC=CC=2)=CC=1. The product is [C:38]([O:37][C:35]([N:33]1[CH2:32][CH:31]([CH2:30][O:29][C:28]2[CH:27]=[CH:26][C:25]([C:2]3[C:8]([Cl:9])=[CH:7][C:5]([NH2:6])=[CH:4][C:3]=3[Cl:10])=[CH:43][CH:42]=2)[CH2:34]1)=[O:36])([CH3:41])([CH3:39])[CH3:40]. The yield is 0.530. (6) The reactants are C(N(CC)CC)C.[NH2:8][C:9]1[CH:14]=[CH:13][CH:12]=[CH:11][C:10]=1[OH:15].[C:16](=O)(OC(Cl)(Cl)Cl)[O:17]C(Cl)(Cl)Cl. The catalyst is ClCCl. The product is [O:15]1[C:10]2[CH:11]=[CH:12][CH:13]=[CH:14][C:9]=2[NH:8][C:16]1=[O:17]. The yield is 0.480.